This data is from Catalyst prediction with 721,799 reactions and 888 catalyst types from USPTO. The task is: Predict which catalyst facilitates the given reaction. Reactant: [O-:1][C:2]#N.[K+].[I:5][C:6]1[CH:11]=[CH:10][C:9]([NH:12][C:13]2([C:19]#[N:20])[CH2:18][CH2:17][CH2:16][CH2:15][CH2:14]2)=[CH:8][CH:7]=1.Cl.[OH2:22]. Product: [I:5][C:6]1[CH:7]=[CH:8][C:9]([N:12]2[C:13]3([CH2:18][CH2:17][CH2:16][CH2:15][CH2:14]3)[C:19](=[O:22])[NH:20][C:2]2=[O:1])=[CH:10][CH:11]=1. The catalyst class is: 15.